From a dataset of Catalyst prediction with 721,799 reactions and 888 catalyst types from USPTO. Predict which catalyst facilitates the given reaction. (1) Reactant: Cl.[CH3:2][C@:3]([C:7]([OH:9])=[O:8])([CH2:5][SH:6])[NH2:4].[OH:10][C:11]1[CH:18]=[C:17]([OH:19])[CH:16]=[CH:15][C:12]=1[C:13]#N.C(N(CC)CC)C.[OH-].[K+]. Product: [OH:10][C:11]1[CH:18]=[C:17]([OH:19])[CH:16]=[CH:15][C:12]=1[C:13]1[S:6][CH2:5][C@:3]([CH3:2])([C:7]([OH:9])=[O:8])[N:4]=1. The catalyst class is: 40. (2) Reactant: C[O:2][C:3]([C:5]1[C:14]2[CH2:13][CH2:12][CH2:11][CH2:10][C:9]=2[CH:8]=[C:7](/[CH:15]=[CH:16]/[C:17](O)=[O:18])[C:6]=1[NH:20][S:21]([C:24]1[CH:29]=[CH:28][CH:27]=[CH:26][CH:25]=1)(=[O:23])=[O:22])=[O:4].C1CCC(N=C=NC2CCCCC2)CC1.O.ON1C2C=CC=CC=2N=N1.C(N(C(C)C)CC)(C)C.[NH2:65][CH2:66][CH2:67][CH:68]1[CH2:72][CH2:71][CH2:70][N:69]1[CH3:73].[Li+].[OH-]. Product: [CH3:73][N:69]1[CH2:70][CH2:71][CH2:72][CH:68]1[CH2:67][CH2:66][NH:65][C:17](=[O:18])/[CH:16]=[CH:15]/[C:7]1[C:6]([NH:20][S:21]([C:24]2[CH:25]=[CH:26][CH:27]=[CH:28][CH:29]=2)(=[O:23])=[O:22])=[C:5]([C:3]([OH:2])=[O:4])[C:14]2[CH2:13][CH2:12][CH2:11][CH2:10][C:9]=2[CH:8]=1. The catalyst class is: 3.